From a dataset of Cav3 T-type calcium channel HTS with 100,875 compounds. Binary Classification. Given a drug SMILES string, predict its activity (active/inactive) in a high-throughput screening assay against a specified biological target. (1) The compound is Clc1ccc(C2(CC(N(c3c2cccc3)C(=O)CN2CCN(CC2)C)(C)C)C)cc1. The result is 1 (active). (2) The compound is O1c2cc3c([nH]c(=O)c(CN(Cc4ccccc4)C(=O)c4c(OCC)cccc4)c3)cc2OCC1. The result is 0 (inactive). (3) The compound is Brc1c(cc(N2C(=N/C(C2=O)=C/c2ccc([N+]([O-])=O)cc2)C)cc1)C. The result is 0 (inactive). (4) The molecule is Brc1cc2c(NC(=O)C)coc2cc1. The result is 0 (inactive). (5) The compound is s1c(C(=O)c2cc(c(O)c(c2)C)C)cnc1/N=C\N(C)C. The result is 0 (inactive). (6) The molecule is O(c1c(OC(=O)c2occc2)cccc1)CC(=O)C. The result is 0 (inactive). (7) The compound is Clc1c(NC(=O)C(CC)CC)cc(C(=O)NCCc2ccccc2)cc1. The result is 0 (inactive).